This data is from Full USPTO retrosynthesis dataset with 1.9M reactions from patents (1976-2016). The task is: Predict the reactants needed to synthesize the given product. (1) Given the product [C:1]([C:4]1[C:22](=[O:23])[C@@:8]2([CH3:24])[C:9]3[C:15]([OH:16])=[CH:14][C:13]([O:17][CH3:18])=[C:12]([C:19]([OH:27])=[O:20])[C:10]=3[O:11][C:7]2=[CH:6][C:5]=1[OH:25])(=[O:3])[CH3:2], predict the reactants needed to synthesize it. The reactants are: [C:1]([C:4]1[C:22](=[O:23])[C@@:8]2([CH3:24])[C:9]3[C:15]([OH:16])=[CH:14][C:13]([O:17][CH3:18])=[C:12]([C:19](N)=[O:20])[C:10]=3[O:11][C:7]2=[CH:6][C:5]=1[OH:25])(=[O:3])[CH3:2].S(=O)(=O)(O)[OH:27].N([O-])=O.[Na+]. (2) Given the product [F:14][C:15]([F:20])([F:19])[C:16]([OH:18])=[O:17].[C:21]([O:25][C:26](=[O:27])[NH:28][CH2:29][CH:30]1[C:35]2[S:36][C:37]([C:7]3[S:6](=[O:13])(=[O:12])[N:5]([C:1]([CH3:4])([CH3:3])[CH3:2])[C:9](=[O:10])[CH:8]=3)=[CH:38][C:34]=2[CH2:33][CH2:32][N:31]1[CH2:42][C:43]1[CH:44]=[CH:45][C:46]([O:49][CH3:50])=[CH:47][CH:48]=1)([CH3:24])([CH3:23])[CH3:22], predict the reactants needed to synthesize it. The reactants are: [C:1]([N:5]1[C:9](=[O:10])[CH:8]=[C:7](Cl)[S:6]1(=[O:13])=[O:12])([CH3:4])([CH3:3])[CH3:2].[F:14][C:15]([F:20])([F:19])[C:16]([OH:18])=[O:17].[C:21]([O:25][C:26]([NH:28][CH2:29][CH:30]1[C:35]2[S:36][C:37](B(O)O)=[CH:38][C:34]=2[CH2:33][CH2:32][N:31]1[CH2:42][C:43]1[CH:48]=[CH:47][C:46]([O:49][CH3:50])=[CH:45][CH:44]=1)=[O:27])([CH3:24])([CH3:23])[CH3:22]. (3) Given the product [CH3:1][C:2]1[N:7]=[CH:6][C:5]([C:8]([NH:51][CH:48]2[CH2:47][CH2:46][N:45]([C:43]3[N:42]=[CH:41][NH:40][C:39]4=[N:38][CH:37]=[C:36]([CH3:35])[C:44]=34)[CH2:50][CH2:49]2)=[O:10])=[CH:4][CH:3]=1, predict the reactants needed to synthesize it. The reactants are: [CH3:1][C:2]1[N:7]=[CH:6][C:5]([C:8]([OH:10])=O)=[CH:4][CH:3]=1.C(Cl)CCl.C1C=CC2N(O)N=NC=2C=1.CCN(C(C)C)C(C)C.Cl.[CH3:35][C:36]1[C:44]2[C:43]([N:45]3[CH2:50][CH2:49][CH:48]([NH2:51])[CH2:47][CH2:46]3)=[N:42][CH:41]=[N:40][C:39]=2[NH:38][CH:37]=1. (4) The reactants are: [C:1]1([CH3:11])[CH:6]=CC(S(O)(=O)=O)=[CH:3][CH:2]=1.[C:12](=O)(O)[O-].[Na+].[CH3:17][C:18]([CH3:20])=[O:19]. Given the product [C:2](=[C:1]1[CH2:11][CH2:20][C:18](=[O:19])[CH2:17][CH2:6]1)([CH3:12])[CH3:3], predict the reactants needed to synthesize it. (5) Given the product [CH2:1]([NH:3][C:4]([N:19]1[C@H:16]2[CH2:17][CH2:18][C@@H:12]1[CH2:13][N:14]([C:20]1[CH:25]=[CH:24][N:23]=[C:22]([NH:26][C:27]3[CH:28]=[N:29][N:30]([CH3:32])[CH:31]=3)[N:21]=1)[CH2:15]2)=[O:5])[CH3:2], predict the reactants needed to synthesize it. The reactants are: [CH2:1]([NH:3][C:4](N1C=CN=C1)=[O:5])[CH3:2].Cl.[C@@H:12]12[NH:19][C@@H:16]([CH2:17][CH2:18]1)[CH2:15][N:14]([C:20]1[CH:25]=[CH:24][N:23]=[C:22]([NH:26][C:27]3[CH:28]=[N:29][N:30]([CH3:32])[CH:31]=3)[N:21]=1)[CH2:13]2. (6) Given the product [C:33]([C:35]1[CH:40]=[C:39]([C:15]2[CH:16]=[CH:17][C:12]([O:11][CH2:10][C:6]3[CH:5]=[C:4]([CH:9]=[CH:8][CH:7]=3)[C:3]([OH:2])=[O:19])=[CH:13][CH:14]=2)[CH:38]=[CH:37][CH:36]=1)(=[O:34])[NH2:32], predict the reactants needed to synthesize it. The reactants are: C[O:2][C:3](=[O:19])[C:4]1[CH:9]=[CH:8][CH:7]=[C:6]([CH2:10][O:11][C:12]2[CH:17]=[CH:16][C:15](I)=[CH:14][CH:13]=2)[CH:5]=1.O1CCOCC1.C(=O)([O-])[O-].[K+].[K+].[NH2:32][C:33]([C:35]1[CH:36]=[C:37](B(O)O)[CH:38]=[CH:39][CH:40]=1)=[O:34]. (7) Given the product [NH2:15][C:16]1[N:30]=[CH:29][C:28]([C:31]2[CH:36]=[CH:35][C:34]([CH2:37][NH:43][C:39]([CH3:42])([CH3:41])[CH3:40])=[CH:33][CH:32]=2)=[CH:27][C:17]=1[C:18]([NH:20][C:21]1[CH:26]=[CH:25][N:24]=[CH:23][CH:22]=1)=[O:19], predict the reactants needed to synthesize it. The reactants are: [BH-](OC(C)=O)(OC(C)=O)OC(C)=O.[Na+].[NH2:15][C:16]1[N:30]=[CH:29][C:28]([C:31]2[CH:36]=[CH:35][C:34]([CH:37]=O)=[CH:33][CH:32]=2)=[CH:27][C:17]=1[C:18]([NH:20][C:21]1[CH:26]=[CH:25][N:24]=[CH:23][CH:22]=1)=[O:19].[C:39]([NH2:43])([CH3:42])([CH3:41])[CH3:40].[OH-].[Na+]. (8) Given the product [NH:16]1[C:17]2[C:22](=[CH:21][CH:20]=[CH:19][CH:18]=2)[C:14]([CH2:13][CH2:12][N:11]2[C:25](=[O:26])[C:24]([OH:23])=[C:30]([C:31](=[O:38])[C:32]3[CH:37]=[CH:36][CH:35]=[N:34][CH:33]=3)[CH:1]2[C:3]2[CH:10]=[CH:9][C:6]([C:7]#[N:8])=[CH:5][CH:4]=2)=[CH:15]1, predict the reactants needed to synthesize it. The reactants are: [CH:1]([C:3]1[CH:10]=[CH:9][C:6]([C:7]#[N:8])=[CH:5][CH:4]=1)=O.[NH2:11][CH2:12][CH2:13][C:14]1[C:22]2[C:17](=[CH:18][CH:19]=[CH:20][CH:21]=2)[NH:16][CH:15]=1.[OH:23]/[C:24](=[CH:30]\[C:31](=[O:38])[C:32]1[CH:33]=[N:34][CH:35]=[CH:36][CH:37]=1)/[C:25](OCC)=[O:26].